Dataset: Forward reaction prediction with 1.9M reactions from USPTO patents (1976-2016). Task: Predict the product of the given reaction. (1) Given the reactants [C:1]1([N:7]2[C:11]([CH2:12]O)=[N:10][C:9]([C:14]3[CH:19]=[CH:18][CH:17]=[CH:16][CH:15]=3)=[N:8]2)[CH:6]=[CH:5][CH:4]=[CH:3][CH:2]=1.C1(P(C2C=CC=CC=2)C2C=CC=CC=2)C=CC=CC=1.C(Br)(Br)(Br)[Br:40], predict the reaction product. The product is: [Br:40][CH2:12][C:11]1[N:7]([C:1]2[CH:6]=[CH:5][CH:4]=[CH:3][CH:2]=2)[N:8]=[C:9]([C:14]2[CH:19]=[CH:18][CH:17]=[CH:16][CH:15]=2)[N:10]=1. (2) Given the reactants Cl[C:2]1[N:7]=[C:6]([C:8]2[N:12]3[CH:13]=[CH:14][C:15]([F:17])=[CH:16][C:11]3=[N:10][C:9]=2[C:18]2[CH:19]=[CH:20][C:21]([O:35][CH3:36])=[C:22]([CH:34]=2)[C:23]([NH:25][C:26]2[C:31]([F:32])=[CH:30][CH:29]=[CH:28][C:27]=2[F:33])=[O:24])[CH:5]=[CH:4][N:3]=1.[F:37][CH2:38][CH2:39][N:40]1[CH2:45][CH2:44][N:43]([CH:46]2[CH2:51][CH2:50][N:49]([C:52]3[CH:58]=[CH:57][C:55]([NH2:56])=[C:54]([O:59][CH3:60])[CH:53]=3)[CH2:48][CH2:47]2)[CH2:42][CH2:41]1.Cl.O1CCOCC1.C[O-].[Na+], predict the reaction product. The product is: [F:33][C:27]1[CH:28]=[CH:29][CH:30]=[C:31]([F:32])[C:26]=1[NH:25][C:23](=[O:24])[C:22]1[CH:34]=[C:18]([C:9]2[N:10]=[C:11]3[CH:16]=[C:15]([F:17])[CH:14]=[CH:13][N:12]3[C:8]=2[C:6]2[CH:5]=[CH:4][N:3]=[C:2]([NH:56][C:55]3[CH:57]=[CH:58][C:52]([N:49]4[CH2:48][CH2:47][CH:46]([N:43]5[CH2:42][CH2:41][N:40]([CH2:39][CH2:38][F:37])[CH2:45][CH2:44]5)[CH2:51][CH2:50]4)=[CH:53][C:54]=3[O:59][CH3:60])[N:7]=2)[CH:19]=[CH:20][C:21]=1[O:35][CH3:36]. (3) Given the reactants [C:1]([NH:5][C:6]1[C:15]([CH3:16])=[N:14][C:13]2[C:8](=[C:9](B3OC(C)(C)C(C)(C)O3)[CH:10]=[CH:11][CH:12]=2)[N:7]=1)([CH3:4])([CH3:3])[CH3:2].Br[C:27]1[NH:36][C:35]2[CH2:34][CH2:33][CH2:32][NH:31][C:30](=[O:37])[C:29]=2[CH:28]=1.CC(C1C=C(C(C)C)C(C2C=CC=CC=2P(C2CCCCC2)C2CCCCC2)=C(C(C)C)C=1)C.CO.C(Cl)Cl, predict the reaction product. The product is: [C:1]([NH:5][C:6]1[C:15]([CH3:16])=[N:14][C:13]2[C:8]([N:7]=1)=[C:9]([C:27]1[NH:36][C:35]3[CH2:34][CH2:33][CH2:32][NH:31][C:30](=[O:37])[C:29]=3[CH:28]=1)[CH:10]=[CH:11][CH:12]=2)([CH3:2])([CH3:3])[CH3:4]. (4) Given the reactants [NH:1]1[C:7](=[O:8])[C:6](=[N:9]O)[CH2:5][CH2:4][C:3]2[CH:11]=[CH:12][CH:13]=[CH:14][C:2]1=2.C(O)(=O)C.[H][H], predict the reaction product. The product is: [NH2:9][CH:6]1[C:7](=[O:8])[NH:1][C:2]2[CH:14]=[CH:13][CH:12]=[CH:11][C:3]=2[CH2:4][CH2:5]1. (5) Given the reactants [CH3:1][O:2][CH2:3][CH2:4]OS(C)(=O)=O.[Cl:10][C:11]1[CH:16]=[CH:15][C:14]([OH:17])=[CH:13][C:12]=1[B:18]1[O:22][C:21]([CH3:24])([CH3:23])[C:20]([CH3:26])([CH3:25])[O:19]1.C(=O)([O-])[O-].[K+].[K+], predict the reaction product. The product is: [Cl:10][C:11]1[CH:16]=[CH:15][C:14]([O:17][CH2:4][CH2:3][O:2][CH3:1])=[CH:13][C:12]=1[B:18]1[O:22][C:21]([CH3:24])([CH3:23])[C:20]([CH3:26])([CH3:25])[O:19]1. (6) Given the reactants [O:1]=[S:2]1(=[O:55])[CH2:7][CH:6]=[C:5]([C:8]2[C:16]3[C:11](=[CH:12][CH:13]=[C:14]([C:17]([NH:19][C@@H:20]4[CH2:25][CH2:24][CH2:23][N:22]([CH2:26][C:27]5[C:32]([O:33][CH3:34])=[CH:31][CH:30]=[CH:29][C:28]=5[F:35])[CH2:21]4)=[O:18])[CH:15]=3)[N:10](C(C3C=CC=CC=3)(C3C=CC=CC=3)C3C=CC=CC=3)[N:9]=2)[CH2:4][CH2:3]1, predict the reaction product. The product is: [O:55]=[S:2]1(=[O:1])[CH2:3][CH2:4][CH:5]([C:8]2[C:16]3[C:11](=[CH:12][CH:13]=[C:14]([C:17]([NH:19][C@@H:20]4[CH2:25][CH2:24][CH2:23][N:22]([CH2:26][C:27]5[C:32]([O:33][CH3:34])=[CH:31][CH:30]=[CH:29][C:28]=5[F:35])[CH2:21]4)=[O:18])[CH:15]=3)[NH:10][N:9]=2)[CH2:6][CH2:7]1.